From a dataset of Forward reaction prediction with 1.9M reactions from USPTO patents (1976-2016). Predict the product of the given reaction. Given the reactants COC(C1N(C)C=C(C(=O)C(O)=O)C=1)=O.CCN(C(C)C)C(C)C.FC(F)(F)[C@@H](N)C.CN(C(ON1N=NC2C=CC=NC1=2)=[N+](C)C)C.F[P-](F)(F)(F)(F)F.[CH3:56][N:57]1[CH:61]=[C:60]([C:62](=[O:72])[C:63](=[O:71])[NH:64][C@@H:65]([CH3:70])[C:66]([F:69])([F:68])[F:67])[CH:59]=[C:58]1[C:73]([O:75]C)=[O:74].[Li+].[OH-].Cl, predict the reaction product. The product is: [CH3:56][N:57]1[CH:61]=[C:60]([C:62](=[O:72])[C:63](=[O:71])[NH:64][C@@H:65]([CH3:70])[C:66]([F:67])([F:69])[F:68])[CH:59]=[C:58]1[C:73]([OH:75])=[O:74].